Dataset: NCI-60 drug combinations with 297,098 pairs across 59 cell lines. Task: Regression. Given two drug SMILES strings and cell line genomic features, predict the synergy score measuring deviation from expected non-interaction effect. (1) Drug 1: CC1=CC=C(C=C1)C2=CC(=NN2C3=CC=C(C=C3)S(=O)(=O)N)C(F)(F)F. Drug 2: C1=NC2=C(N=C(N=C2N1C3C(C(C(O3)CO)O)O)F)N. Cell line: HOP-92. Synergy scores: CSS=9.24, Synergy_ZIP=-6.04, Synergy_Bliss=-3.11, Synergy_Loewe=-1.69, Synergy_HSA=-1.67. (2) Drug 1: C1C(C(OC1N2C=C(C(=O)NC2=O)F)CO)O. Cell line: SR. Drug 2: C1=NNC2=C1C(=O)NC=N2. Synergy scores: CSS=41.8, Synergy_ZIP=0.480, Synergy_Bliss=0.637, Synergy_Loewe=-46.0, Synergy_HSA=-1.88.